This data is from Forward reaction prediction with 1.9M reactions from USPTO patents (1976-2016). The task is: Predict the product of the given reaction. (1) Given the reactants [CH:1](OCC)=O.[C:6](#[N:11])[CH2:7][CH2:8][C:9]#[N:10].C[O-].[Na+].[F:15][C:16]([F:22])([F:21])[C:17]([CH3:20])([NH2:19])[CH3:18].C(O)(=O)C, predict the reaction product. The product is: [F:15][C:16]([F:22])([F:21])[C:17]([NH:19][CH:1]=[C:8]([CH2:7][C:6]#[N:11])[C:9]#[N:10])([CH3:20])[CH3:18]. (2) Given the reactants [CH:1]1([C:4]2[C:13]3[C:8](=[CH:9][CH:10]=[CH:11][CH:12]=3)[C:7]([NH2:14])=[CH:6][CH:5]=2)[CH2:3][CH2:2]1.C(=O)(O)[O-].[Na+].[C:20](Cl)(Cl)=[S:21], predict the reaction product. The product is: [CH:1]1([C:4]2[C:13]3[C:8](=[CH:9][CH:10]=[CH:11][CH:12]=3)[C:7]([N:14]=[C:20]=[S:21])=[CH:6][CH:5]=2)[CH2:3][CH2:2]1. (3) Given the reactants [Cl:1][C:2]1[C:7]([NH2:8])=[CH:6][C:5]([C:9]2[C:10]([CH3:15])=[N:11][O:12][C:13]=2[CH3:14])=[CH:4][N:3]=1.Br[C:17]1[CH:22]=[CH:21][CH:20]=[CH:19][CH:18]=1, predict the reaction product. The product is: [Cl:1][C:2]1[C:7]([NH:8][C:17]2[CH:22]=[CH:21][CH:20]=[CH:19][CH:18]=2)=[CH:6][C:5]([C:9]2[C:10]([CH3:15])=[N:11][O:12][C:13]=2[CH3:14])=[CH:4][N:3]=1. (4) Given the reactants C(O[C:4](=[O:21])[CH2:5][CH:6]([NH:12][CH2:13][C:14]1[CH:19]=[CH:18][C:17]([F:20])=[CH:16][CH:15]=1)[CH2:7][CH2:8][CH:9]([CH3:11])[CH3:10])C.[CH3:22][S:23]([NH:26][C:27]1[CH:42]=[CH:41][C:30]2[NH:31][C:32]([CH2:37][C:38](O)=[O:39])=[N:33][S:34](=[O:36])(=[O:35])[C:29]=2[CH:28]=1)(=[O:25])=[O:24].Cl.CN(C)CCCN=C=NCC.CN1CCOCC1.[O-]CC.[Na+], predict the reaction product. The product is: [F:20][C:17]1[CH:16]=[CH:15][C:14]([CH2:13][N:12]2[CH:6]([CH2:7][CH2:8][CH:9]([CH3:10])[CH3:11])[CH2:5][C:4]([OH:21])=[C:37]([C:32]3[NH:33][S:34](=[O:35])(=[O:36])[C:29]4[CH:28]=[C:27]([NH:26][S:23]([CH3:22])(=[O:25])=[O:24])[CH:42]=[CH:41][C:30]=4[N:31]=3)[C:38]2=[O:39])=[CH:19][CH:18]=1. (5) Given the reactants [F:1][C:2]1[CH:3]=[CH:4][C:5]([C:8]2[C:12](/[CH:13]=[CH:14]/[C:15]3[S:16][C:17]([C:21]([OH:23])=O)=[C:18]([CH3:20])[N:19]=3)=[C:11]([CH3:24])[O:10][N:9]=2)=[N:6][CH:7]=1.[NH2:25][C:26]([CH3:30])([CH3:29])[CH2:27][OH:28], predict the reaction product. The product is: [OH:28][CH2:27][C:26]([NH:25][C:21]([C:17]1[S:16][C:15](/[CH:14]=[CH:13]/[C:12]2[C:8]([C:5]3[CH:4]=[CH:3][C:2]([F:1])=[CH:7][N:6]=3)=[N:9][O:10][C:11]=2[CH3:24])=[N:19][C:18]=1[CH3:20])=[O:23])([CH3:30])[CH3:29]. (6) Given the reactants Br[CH2:2][C:3]1[C:13]([Cl:14])=[N:12][CH:11]=[CH:10][C:4]=1[C:5]([O:7]CC)=O.[Cl:15][C:16]1[CH:17]=[C:18]([CH2:28][NH2:29])[CH:19]=[N:20][C:21]=1[O:22][CH2:23][C:24]([F:27])([F:26])[CH3:25], predict the reaction product. The product is: [Cl:14][C:13]1[C:3]2[CH2:2][N:29]([CH2:28][C:18]3[CH:19]=[N:20][C:21]([O:22][CH2:23][C:24]([F:26])([F:27])[CH3:25])=[C:16]([Cl:15])[CH:17]=3)[C:5](=[O:7])[C:4]=2[CH:10]=[CH:11][N:12]=1. (7) Given the reactants [CH3:1][C:2]1[N:3]=[C:4]([C:8]2[C:9]([O:16]C)=[N:10][C:11]([O:14]C)=[N:12][CH:13]=2)[S:5][C:6]=1[CH3:7].Cl, predict the reaction product. The product is: [CH3:1][C:2]1[N:3]=[C:4]([C:8]2[C:9](=[O:16])[NH:10][C:11](=[O:14])[NH:12][CH:13]=2)[S:5][C:6]=1[CH3:7].